From a dataset of Catalyst prediction with 721,799 reactions and 888 catalyst types from USPTO. Predict which catalyst facilitates the given reaction. (1) Reactant: Br[C:2]1[CH:20]=[C:19]([C:21]([F:24])([F:23])[F:22])[C:5]2[NH:6][C:7]([C:9]3[N:10]=[C:11]([C:15]([CH3:18])([CH3:17])[CH3:16])[O:12][C:13]=3[CH3:14])=[N:8][C:4]=2[CH:3]=1.[F:25][C:26]([F:37])([F:36])[C:27]1[CH:32]=[CH:31][CH:30]=[CH:29][C:28]=1B(O)O. The catalyst class is: 438. Product: [C:15]([C:11]1[O:12][C:13]([CH3:14])=[C:9]([C:7]2[NH:6][C:5]3[C:19]([C:21]([F:22])([F:23])[F:24])=[CH:20][C:2]([C:28]4[CH:29]=[CH:30][CH:31]=[CH:32][C:27]=4[C:26]([F:37])([F:36])[F:25])=[CH:3][C:4]=3[N:8]=2)[N:10]=1)([CH3:18])([CH3:17])[CH3:16]. (2) Reactant: [F:1][C:2]1[CH:7]=[CH:6][C:5]([N:8]2[C:12]3[CH:13]=[N:14][CH:15]=[C:16]([C:17]([OH:19])=O)[C:11]=3[CH:10]=[N:9]2)=[CH:4][CH:3]=1.CCN(C(C)C)C(C)C.CN(C(ON1N=NC2C=CC=NC1=2)=[N+](C)C)C.F[P-](F)(F)(F)(F)F.Cl.[CH3:54][S:55]([C:58]1[CH:63]=[C:62]([C@@H:64]([NH2:67])[CH2:65][CH3:66])[CH:61]=[CH:60][N:59]=1)(=[O:57])=[O:56].C([O-])(O)=O.[Na+]. Product: [CH3:54][S:55]([C:58]1[CH:63]=[C:62]([C@@H:64]([NH:67][C:17]([C:16]2[C:11]3[CH:10]=[N:9][N:8]([C:5]4[CH:4]=[CH:3][C:2]([F:1])=[CH:7][CH:6]=4)[C:12]=3[CH:13]=[N:14][CH:15]=2)=[O:19])[CH2:65][CH3:66])[CH:61]=[CH:60][N:59]=1)(=[O:57])=[O:56]. The catalyst class is: 85. (3) The catalyst class is: 4. Reactant: [C:1]1(=O)[CH2:4][CH2:3][CH2:2]1.[CH2:6]1[C:12]2[CH:13]=[CH:14][C:15]([N:17]3[CH2:22][CH2:21][N:20]([C:23]([O:25][CH2:26][C:27]4[CH:32]=[CH:31][CH:30]=[CH:29][CH:28]=4)=[O:24])[CH2:19][CH2:18]3)=[CH:16][C:11]=2[CH2:10][CH2:9][NH:8][CH2:7]1.C(O)(=O)C.C(O[BH-](OC(=O)C)OC(=O)C)(=O)C.[Na+]. Product: [CH:1]1([N:8]2[CH2:7][CH2:6][C:12]3[CH:13]=[CH:14][C:15]([N:17]4[CH2:18][CH2:19][N:20]([C:23]([O:25][CH2:26][C:27]5[CH:32]=[CH:31][CH:30]=[CH:29][CH:28]=5)=[O:24])[CH2:21][CH2:22]4)=[CH:16][C:11]=3[CH2:10][CH2:9]2)[CH2:4][CH2:3][CH2:2]1.